Dataset: Full USPTO retrosynthesis dataset with 1.9M reactions from patents (1976-2016). Task: Predict the reactants needed to synthesize the given product. (1) The reactants are: [Cl:1][S:2]([OH:5])(=O)=[O:3].[CH3:6][C:7]1[C:21]([CH3:22])=[CH:20][C:19]([CH3:23])=[CH:18][C:8]=1[O:9][CH2:10][CH2:11][CH2:12][C:13]([O:15][CH2:16][CH3:17])=[O:14]. Given the product [CH2:16]([O:15][C:13]([CH2:12][CH2:11][CH2:10][O:9][C:8]1[CH:18]=[C:19]([CH3:23])[C:20]([S:2]([Cl:1])(=[O:5])=[O:3])=[C:21]([CH3:22])[C:7]=1[CH3:6])=[O:14])[CH3:17], predict the reactants needed to synthesize it. (2) Given the product [F:17][C:18]([F:26])([F:27])[C:19]1[CH:25]=[CH:24][C:22]([NH:23][C:6]([C:5]2[CH:16]=[C:2]([CH3:1])[NH:3][N:4]=2)=[O:15])=[CH:21][CH:20]=1, predict the reactants needed to synthesize it. The reactants are: [CH3:1][C:2]1[CH:16]=[C:5]2[C:6](=[O:15])[N:4]3[N:3]=[C:2]([CH3:1])[CH:16]=[C:5]3[C:6](=[O:15])[N:4]2[N:3]=1.[F:17][C:18]([F:27])([F:26])[C:19]1[CH:25]=[CH:24][C:22]([NH2:23])=[CH:21][CH:20]=1. (3) The reactants are: [O:1]([C:8]1[CH:13]=[CH:12][C:11]([NH2:14])=[CH:10][CH:9]=1)[C:2]1[CH:7]=[CH:6][CH:5]=[CH:4][CH:3]=1.[Br:15][CH:16]([CH3:20])[C:17](Br)=[O:18].C(N(CC)CC)C.C(=O)(O)[O-].[Na+]. Given the product [Br:15][CH:16]([CH3:20])[C:17]([NH:14][C:11]1[CH:10]=[CH:9][C:8]([O:1][C:2]2[CH:7]=[CH:6][CH:5]=[CH:4][CH:3]=2)=[CH:13][CH:12]=1)=[O:18], predict the reactants needed to synthesize it.